This data is from Forward reaction prediction with 1.9M reactions from USPTO patents (1976-2016). The task is: Predict the product of the given reaction. (1) The product is: [NH2:43][C:41]1[CH:40]=[CH:39][C:3]([O:4][C:5]2[CH:10]=[CH:9][N:8]=[C:7]3[CH:11]=[C:12]([C:14]4[CH:38]=[CH:37][C:17]([CH2:18][N:19]([CH2:27][CH2:28][O:29][CH2:30][CH2:31][O:32][CH2:33][CH2:34][O:35][CH3:36])[C:20](=[O:26])[O:21][C:22]([CH3:25])([CH3:23])[CH3:24])=[CH:16][CH:15]=4)[S:13][C:6]=23)=[C:2]([F:1])[CH:42]=1. Given the reactants [F:1][C:2]1[CH:42]=[C:41]([N+:43]([O-])=O)[CH:40]=[CH:39][C:3]=1[O:4][C:5]1[CH:10]=[CH:9][N:8]=[C:7]2[CH:11]=[C:12]([C:14]3[CH:38]=[CH:37][C:17]([CH2:18][N:19]([CH2:27][CH2:28][O:29][CH2:30][CH2:31][O:32][CH2:33][CH2:34][O:35][CH3:36])[C:20](=[O:26])[O:21][C:22]([CH3:25])([CH3:24])[CH3:23])=[CH:16][CH:15]=3)[S:13][C:6]=12.[Cl-].[NH4+], predict the reaction product. (2) Given the reactants [Si:1]([O:8][CH:9]1[C:17]2[S:16][C:15]([C:18]3[CH:23]=[CH:22][C:21]([N:24]([CH3:26])[CH3:25])=[CH:20][C:19]=3[C:27](=[O:29])[CH3:28])=[N:14][C:13]=2[CH2:12][CH2:11][CH2:10]1)([C:4]([CH3:7])([CH3:6])[CH3:5])([CH3:3])[CH3:2].[Br:30]Br, predict the reaction product. The product is: [Br:30][C:22]1[C:21]([N:24]([CH3:25])[CH3:26])=[CH:20][C:19]([C:27](=[O:29])[CH3:28])=[C:18]([C:15]2[S:16][C:17]3[CH:9]([O:8][Si:1]([C:4]([CH3:7])([CH3:5])[CH3:6])([CH3:3])[CH3:2])[CH2:10][CH2:11][CH2:12][C:13]=3[N:14]=2)[CH:23]=1.[Br:30][C:20]1[C:21]([N:24]([CH3:25])[CH3:26])=[CH:22][CH:23]=[C:18]([C:15]2[S:16][C:17]3[CH:9]([O:8][Si:1]([C:4]([CH3:7])([CH3:5])[CH3:6])([CH3:3])[CH3:2])[CH2:10][CH2:11][CH2:12][C:13]=3[N:14]=2)[C:19]=1[C:27](=[O:29])[CH3:28]. (3) Given the reactants [CH2:1]([C@H:8]1[CH2:12][O:11][C:10](=[O:13])[N:9]1[C:14](=[O:24])[CH2:15][C:16]1[CH:21]=[CH:20][C:19]([Br:22])=[CH:18][C:17]=1[CH3:23])[C:2]1[CH:7]=[CH:6][CH:5]=[CH:4][CH:3]=1.CCN(C(C)C)C(C)C.Cl[CH2:35][O:36][CH2:37][C:38]1[CH:43]=[CH:42][CH:41]=[CH:40][CH:39]=1, predict the reaction product. The product is: [CH2:1]([C@H:8]1[CH2:12][O:11][C:10](=[O:13])[N:9]1[C:14](=[O:24])[C@H:15]([C:16]1[CH:21]=[CH:20][C:19]([Br:22])=[CH:18][C:17]=1[CH3:23])[CH2:35][O:36][CH2:37][C:38]1[CH:43]=[CH:42][CH:41]=[CH:40][CH:39]=1)[C:2]1[CH:7]=[CH:6][CH:5]=[CH:4][CH:3]=1. (4) Given the reactants C(N(C(C)C)C(C)C)C.[NH:10]1[CH2:14][CH2:13][CH2:12][CH2:11]1.[C:15]([C:17]1[CH:22]=[CH:21][C:20]([NH:23][CH:24]([C:30]2[CH:35]=[C:34]([CH2:36]OS(C)(=O)=O)[CH:33]=[C:32]([O:42][CH2:43][CH3:44])[CH:31]=2)[C:25]([O:27][CH2:28][CH3:29])=[O:26])=[CH:19][CH:18]=1)#[N:16], predict the reaction product. The product is: [C:15]([C:17]1[CH:22]=[CH:21][C:20]([NH:23][CH:24]([C:30]2[CH:35]=[C:34]([CH2:36][N:10]3[CH2:14][CH2:13][CH2:12][CH2:11]3)[CH:33]=[C:32]([O:42][CH2:43][CH3:44])[CH:31]=2)[C:25]([O:27][CH2:28][CH3:29])=[O:26])=[CH:19][CH:18]=1)#[N:16]. (5) Given the reactants [H-].[Al+3].[Li+].[H-].[H-].[H-].[CH3:7][O:8][CH:9]([O:23][CH3:24])[CH:10]([S:15][CH2:16][C:17]1[CH:22]=[CH:21][CH:20]=[CH:19][CH:18]=1)[CH2:11][N+:12]([O-])=O.O.[OH-].[Na+], predict the reaction product. The product is: [CH2:16]([S:15][CH:10]([CH:9]([O:8][CH3:7])[O:23][CH3:24])[CH2:11][NH2:12])[C:17]1[CH:22]=[CH:21][CH:20]=[CH:19][CH:18]=1. (6) Given the reactants [CH:1]([C:3]1[CH:4]=[CH:5][CH:6]=[C:7]2[C:12]=1[N:11]([CH3:13])[C:10](=[O:14])[CH:9]=[CH:8]2)=[CH2:2].S([O-])([O-])=[O:16].[Na+].[Na+].[OH2:21], predict the reaction product. The product is: [OH:21][CH:1]([C:3]1[CH:4]=[CH:5][CH:6]=[C:7]2[C:12]=1[N:11]([CH3:13])[C:10](=[O:14])[CH:9]=[CH:8]2)[CH2:2][OH:16].